From a dataset of Catalyst prediction with 721,799 reactions and 888 catalyst types from USPTO. Predict which catalyst facilitates the given reaction. (1) Reactant: [CH3:1][C:2]1([CH3:20])[O:7][CH2:6][CH:5]([CH2:8][O:9][C:10]2[C:15]([CH3:16])=[CH:14][N+:13]([O-])=[C:12]([CH3:18])[C:11]=2[CH3:19])[CH2:4][O:3]1. Product: [C:2]([O:7][CH2:18][C:12]1[C:11]([CH3:19])=[C:10]([O:9][CH2:8][CH:5]2[CH2:6][O:7][C:2]([CH3:20])([CH3:1])[O:3][CH2:4]2)[C:15]([CH3:16])=[CH:14][N:13]=1)(=[O:3])[CH3:1]. The catalyst class is: 152. (2) Reactant: [CH2:1]([CH2:3][NH2:4])[OH:2].[C:5]([NH:8][C:9]1[S:10][C:11]([S:15](Cl)(=[O:17])=[O:16])=[C:12]([CH3:14])[N:13]=1)(=[O:7])[CH3:6].C(N(CC)CC)C. Product: [OH:2][CH2:1][CH2:3][NH:4][S:15]([C:11]1[S:10][C:9]([NH:8][C:5](=[O:7])[CH3:6])=[N:13][C:12]=1[CH3:14])(=[O:16])=[O:17]. The catalyst class is: 12.